The task is: Predict the reactants needed to synthesize the given product.. This data is from Retrosynthesis with 50K atom-mapped reactions and 10 reaction types from USPTO. (1) Given the product Cn1cc(C#Cc2ccc(Cc3cc([C@@]4(O)O[C@H](CO)[C@@H](O)[C@H](O)[C@H]4O)ccc3Cl)cc2)cn1, predict the reactants needed to synthesize it. The reactants are: C#Cc1ccc(Cc2cc([C@@]3(O)O[C@H](CO)[C@@H](O)[C@H](O)[C@H]3O)ccc2Cl)cc1.Cn1cc(I)cn1. (2) The reactants are: CC(C)N(CCN)C(C)C.CCOC(=O)CN1C(=O)CCC1C. Given the product CC1CCC(=O)N1CC(=O)NCCN(C(C)C)C(C)C, predict the reactants needed to synthesize it. (3) Given the product CCNc1cc(C=C2SC(=O)NC2=O)ccc1[N+](=O)[O-], predict the reactants needed to synthesize it. The reactants are: CCN.O=C1NC(=O)C(=Cc2ccc([N+](=O)[O-])c(F)c2)S1.